The task is: Predict the product of the given reaction.. This data is from Forward reaction prediction with 1.9M reactions from USPTO patents (1976-2016). (1) Given the reactants C1([C@@H]([NH:9][CH:10]2[CH2:16][C@@H:15]3[O:17][C@@H:12]([CH2:13][CH2:14]3)[CH:11]2[C:18]([O:20][CH2:21][CH3:22])=[O:19])C)C=CC=CC=1, predict the reaction product. The product is: [NH2:9][CH:10]1[CH2:16][C@@H:15]2[O:17][C@@H:12]([CH2:13][CH2:14]2)[CH:11]1[C:18]([O:20][CH2:21][CH3:22])=[O:19]. (2) Given the reactants [NH2:1][C:2]1[CH:7]=[CH:6][C:5]([S:8]([NH:11][C@H:12]2[CH2:16][CH2:15][O:14][C:13]2=[O:17])(=[O:10])=[O:9])=[CH:4][CH:3]=1.[CH3:18][C:19]1[CH:27]=[CH:26][C:22]([C:23](Cl)=[O:24])=[CH:21][CH:20]=1, predict the reaction product. The product is: [CH3:18][C:19]1[CH:27]=[CH:26][C:22]([C:23]([NH:1][C:2]2[CH:7]=[CH:6][C:5]([S:8](=[O:10])(=[O:9])[NH:11][C@H:12]3[CH2:16][CH2:15][O:14][C:13]3=[O:17])=[CH:4][CH:3]=2)=[O:24])=[CH:21][CH:20]=1. (3) Given the reactants [O:1]=[CH:2][CH:3]=[C:4]1[O:10][CH:9]2[N:6]([C:7](=[O:11])[CH2:8]2)[CH2:5]1.O=CC=C1OC2N(C(=O)C2)C1C(OCC1C=CC=CC=1)=O, predict the reaction product. The product is: [O:1]=[CH:2]/[CH:3]=[C:4]1\[CH2:5][N:6]2[CH:9]([O:10]\1)[CH2:8][C:7]2=[O:11].